Dataset: Peptide-MHC class I binding affinity with 185,985 pairs from IEDB/IMGT. Task: Regression. Given a peptide amino acid sequence and an MHC pseudo amino acid sequence, predict their binding affinity value. This is MHC class I binding data. (1) The binding affinity (normalized) is 0.0847. The MHC is HLA-B48:01 with pseudo-sequence HLA-B48:01. The peptide sequence is MKWMMAMKY. (2) The peptide sequence is ILMWEAVTL. The MHC is HLA-A11:01 with pseudo-sequence HLA-A11:01. The binding affinity (normalized) is 0. (3) The MHC is HLA-B35:01 with pseudo-sequence HLA-B35:01. The peptide sequence is LHDAIMVEL. The binding affinity (normalized) is 0.0847. (4) The peptide sequence is ATFTMRLL. The MHC is H-2-Db with pseudo-sequence H-2-Db. The binding affinity (normalized) is 0. (5) The peptide sequence is LLDEGKQSL. The MHC is HLA-A02:01 with pseudo-sequence HLA-A02:01. The binding affinity (normalized) is 0.557. (6) The peptide sequence is APRQPGLMA. The MHC is HLA-B07:02 with pseudo-sequence HLA-B07:02. The binding affinity (normalized) is 0.690.